This data is from Reaction yield outcomes from USPTO patents with 853,638 reactions. The task is: Predict the reaction yield, written as a fraction of the theoretical maximum amount of product (1.0 means a 100% yield; for example, 0.34 means a 34% yield). (1) The reactants are [CH3:1][N:2]1[C:6]([C:7]2[CH:8]=[C:9]([NH2:21])[CH:10]=[CH:11][C:12]=2[O:13][CH2:14][CH2:15][N:16]2[CH2:20][CH2:19][CH2:18][CH2:17]2)=[CH:5][CH:4]=[N:3]1.[Cl:22][C:23]1[CH:24]=[C:25]([CH:29]=[CH:30][CH:31]=1)[C:26](Cl)=[O:27].C(N(CC)CC)C. The catalyst is C(Cl)Cl. The product is [Cl:22][C:23]1[CH:24]=[C:25]([CH:29]=[CH:30][CH:31]=1)[C:26]([NH:21][C:9]1[CH:10]=[CH:11][C:12]([O:13][CH2:14][CH2:15][N:16]2[CH2:20][CH2:19][CH2:18][CH2:17]2)=[C:7]([C:6]2[N:2]([CH3:1])[N:3]=[CH:4][CH:5]=2)[CH:8]=1)=[O:27]. The yield is 0.870. (2) The reactants are C(O)(C(F)(F)F)=O.[Br:8][C:9]1[CH:42]=[CH:41][C:12]([NH:13][C:14]2[C:23]3[C:18](=[CH:19][C:20]([O:26][CH2:27][CH:28]4[CH2:33][CH2:32][N:31](C(OC(C)(C)C)=O)[CH2:30][CH2:29]4)=[C:21]([O:24][CH3:25])[CH:22]=3)[N:17]=[CH:16][N:15]=2)=[C:11]([F:43])[CH:10]=1. The catalyst is C(Cl)Cl. The product is [Br:8][C:9]1[CH:42]=[CH:41][C:12]([NH:13][C:14]2[C:23]3[C:18](=[CH:19][C:20]([O:26][CH2:27][CH:28]4[CH2:29][CH2:30][NH:31][CH2:32][CH2:33]4)=[C:21]([O:24][CH3:25])[CH:22]=3)[N:17]=[CH:16][N:15]=2)=[C:11]([F:43])[CH:10]=1. The yield is 0.705. (3) The reactants are [S:1]1[CH2:6][CH2:5]C(C#N)[CH2:3][CH2:2]1.[OH-:9].[Na+].Cl.[CH2:12]([OH:14])[CH3:13]. The catalyst is O. The product is [S:1]1[CH2:6][CH2:5][CH:13]([C:12]([OH:9])=[O:14])[CH2:3][CH2:2]1. The yield is 0.600. (4) The yield is 0.520. The product is [C:12]([O:11][C:9]([NH:16][C:17]1[CH:18]=[C:19]([C@@:24]2([CH3:46])[C@@H:31]([C:32]3[CH:33]=[CH:34][C:35]([Cl:38])=[CH:36][CH:37]=3)[N:30]3[C:26]([S:27][C:28]([C:42]([O:44][CH3:45])=[O:43])=[C:29]3[CH:39]([CH3:41])[CH3:40])=[N:25]2)[CH:20]=[CH:21][C:22]=1[Cl:23])=[O:10])([CH3:13])([CH3:14])[CH3:15]. The reactants are [C:9](O[C:9]([O:11][C:12]([CH3:15])([CH3:14])[CH3:13])=[O:10])([O:11][C:12]([CH3:15])([CH3:14])[CH3:13])=[O:10].[NH2:16][C:17]1[CH:18]=[C:19]([C@@:24]2([CH3:46])[C@@H:31]([C:32]3[CH:37]=[CH:36][C:35]([Cl:38])=[CH:34][CH:33]=3)[N:30]3[C:26]([S:27][C:28]([C:42]([O:44][CH3:45])=[O:43])=[C:29]3[CH:39]([CH3:41])[CH3:40])=[N:25]2)[CH:20]=[CH:21][C:22]=1[Cl:23]. The catalyst is CN(C1C=CN=CC=1)C.C(#N)C. (5) The reactants are [CH3:1][O:2][C:3](=[O:14])[CH:4](P(OCC)(OCC)=O)[CH3:5].[H-].[Na+].[C:17]([O:21][C:22]([C:24]1[S:25][C:26]([CH:29]=O)=[CH:27][CH:28]=1)=[O:23])([CH3:20])([CH3:19])[CH3:18]. The catalyst is O1CCCC1. The product is [C:17]([O:21][C:22]([C:24]1[S:25][C:26](/[CH:29]=[C:4](/[C:3]([O:2][CH3:1])=[O:14])\[CH3:5])=[CH:27][CH:28]=1)=[O:23])([CH3:20])([CH3:19])[CH3:18]. The yield is 0.900. (6) The reactants are [C:1]([NH:4][C:5]1[CH:6]=[C:7]([N:11]([C:16]2([C:42]([O:44][CH3:45])=[O:43])[CH2:21][CH2:20][N:19]([CH2:22][CH:23]([C:37]3[S:38][CH:39]=[CH:40][CH:41]=3)[C:24]([O:26]CC3C(C)=CC(C)=CC=3C)=[O:25])[CH2:18][CH2:17]2)[C:12](=[O:15])[CH2:13][CH3:14])[CH:8]=[CH:9][CH:10]=1)(=[O:3])[CH3:2].FC(F)(F)C(O)=O. No catalyst specified. The product is [C:1]([NH:4][C:5]1[CH:6]=[C:7]([N:11]([C:16]2([C:42]([O:44][CH3:45])=[O:43])[CH2:21][CH2:20][N:19]([CH2:22][CH:23]([C:37]3[S:38][CH:39]=[CH:40][CH:41]=3)[C:24]([OH:26])=[O:25])[CH2:18][CH2:17]2)[C:12](=[O:15])[CH2:13][CH3:14])[CH:8]=[CH:9][CH:10]=1)(=[O:3])[CH3:2]. The yield is 0.810. (7) The reactants are Cl[C:2]1[N:10]=[CH:9][N:8]=[C:7]2[C:3]=1[NH:4][CH:5]=[N:6]2.[Cl:11][C:12]1[CH:13]=[C:14]([CH:17]=[CH:18][CH:19]=1)[CH2:15][NH2:16].C(N(CC)CC)C. The catalyst is C(O)CCC. The product is [Cl:11][C:12]1[CH:13]=[C:14]([CH:17]=[CH:18][CH:19]=1)[CH2:15][NH:16][C:2]1[N:10]=[CH:9][N:8]=[C:7]2[C:3]=1[NH:4][CH:5]=[N:6]2. The yield is 0.940. (8) The reactants are [C:1]([C:5]1[CH:10]=[CH:9][C:8]([CH:11]2[CH2:13][CH:12]2[C:14]([O:16]CC)=O)=[CH:7][CH:6]=1)([CH3:4])([CH3:3])[CH3:2].O.[NH2:20][NH2:21]. The catalyst is C(O)C. The product is [C:1]([C:5]1[CH:10]=[CH:9][C:8]([CH:11]2[CH2:13][CH:12]2[C:14]([NH:20][NH2:21])=[O:16])=[CH:7][CH:6]=1)([CH3:4])([CH3:3])[CH3:2]. The yield is 0.820. (9) The reactants are [O:1]=[C:2]1[C:10]2([C:14]3=[CH:15][C:16]4[O:20][CH2:19][O:18][C:17]=4[CH:21]=[C:13]3[O:12][CH2:11]2)[C:9]2[C:4](=[CH:5][CH:6]=[CH:7][CH:8]=2)[N:3]1[CH2:22][CH2:23][C:24]#[N:25].[NH2:26][OH:27]. The catalyst is CS(C)=O. The product is [OH:27][N:26]=[C:24]([NH2:25])[CH2:23][CH2:22][N:3]1[C:4]2[C:9](=[CH:8][CH:7]=[CH:6][CH:5]=2)[C:10]2([C:14]3=[CH:15][C:16]4[O:20][CH2:19][O:18][C:17]=4[CH:21]=[C:13]3[O:12][CH2:11]2)[C:2]1=[O:1]. The yield is 0.910.